This data is from Full USPTO retrosynthesis dataset with 1.9M reactions from patents (1976-2016). The task is: Predict the reactants needed to synthesize the given product. (1) Given the product [CH3:1][O:2][C:3](=[O:15])[CH:4]([C:38](=[O:39])[C:27]([N:23]1[CH:24]=[CH:25][CH:26]=[C:22]1[C:20]([O:19][CH3:18])=[O:21])([CH3:37])[CH2:28][C:29]1[CH:34]=[CH:33][C:32]([F:35])=[C:31]([Cl:36])[CH:30]=1)[C:5]([O:7][CH2:8][C:9]1[CH:10]=[CH:11][CH:12]=[CH:13][CH:14]=1)=[O:6], predict the reactants needed to synthesize it. The reactants are: [CH3:1][O:2][C:3](=[O:15])[CH2:4][C:5]([O:7][CH2:8][C:9]1[CH:14]=[CH:13][CH:12]=[CH:11][CH:10]=1)=[O:6].[H-].[Na+].[CH3:18][O:19][C:20]([C:22]1[N:23]([C:27]([C:38](Cl)=[O:39])([CH3:37])[CH2:28][C:29]2[CH:34]=[CH:33][C:32]([F:35])=[C:31]([Cl:36])[CH:30]=2)[CH:24]=[CH:25][CH:26]=1)=[O:21].Cl. (2) Given the product [Si:31]([O:30][CH2:29][CH2:28][O:20][C:16]1[CH:17]=[C:18]2[C:13]([N:12]=[CH:11][C:10]([C:7]3[CH:6]=[CH:5][C:4]([N+:1]([O-:3])=[O:2])=[CH:9][CH:8]=3)=[N:19]2)=[CH:14][CH:15]=1)([C:34]([CH3:37])([CH3:36])[CH3:35])([CH3:33])[CH3:32], predict the reactants needed to synthesize it. The reactants are: [N+:1]([C:4]1[CH:9]=[CH:8][C:7]([C:10]2[CH:11]=[N:12][C:13]3[C:18]([N:19]=2)=[CH:17][C:16]([OH:20])=[CH:15][CH:14]=3)=[CH:6][CH:5]=1)([O-:3])=[O:2].C(=O)([O-])[O-].[K+].[K+].Br[CH2:28][CH2:29][O:30][Si:31]([C:34]([CH3:37])([CH3:36])[CH3:35])([CH3:33])[CH3:32]. (3) Given the product [NH:1]1[C:5]2=[N:6][CH:7]=[CH:8][CH:9]=[C:4]2[C:3]([CH:10]=[C:11]2[C:12](=[O:29])[CH:13]=[C:14]([NH:16][C:17]3[CH:22]=[CH:21][CH:20]=[CH:19][C:18]=3[Cl:23])[O:15]2)=[CH:2]1, predict the reactants needed to synthesize it. The reactants are: [NH:1]1[C:5]2=[N:6][CH:7]=[CH:8][CH:9]=[C:4]2[C:3]([CH:10]=[C:11]2[O:15][C:14]([NH:16][C:17]3[CH:22]=[CH:21][CH:20]=[CH:19][C:18]=3[Cl:23])=[C:13](C(OCC)=O)[C:12]2=[O:29])=[CH:2]1.